Dataset: Forward reaction prediction with 1.9M reactions from USPTO patents (1976-2016). Task: Predict the product of the given reaction. (1) Given the reactants [C:1]([C:5]1[CH:19]=[CH:18][C:8]([C:9]([CH:11]2[CH2:16][CH2:15][CH2:14][CH2:13][C:12]2=O)=[O:10])=[CH:7][CH:6]=1)([CH3:4])([CH3:3])[CH3:2].[CH3:20][O:21][C:22](=[O:33])[C@H:23]([CH2:25][C:26]1[CH:31]=[CH:30][C:29]([OH:32])=[CH:28][CH:27]=1)[NH2:24].O.CO, predict the reaction product. The product is: [CH3:20][O:21][C:22](=[O:33])[CH:23]([NH:24][C:12]1[CH:13]=[CH:14][CH:15]=[CH:16][C:11]=1[C:9](=[O:10])[C:8]1[CH:18]=[CH:19][C:5]([C:1]([CH3:4])([CH3:3])[CH3:2])=[CH:6][CH:7]=1)[CH2:25][C:26]1[CH:31]=[CH:30][C:29]([OH:32])=[CH:28][CH:27]=1. (2) The product is: [OH:1][C:2]1[CH:9]=[CH:8][CH:7]=[CH:6][C:3]=1/[CH:4]=[C:16]1/[C:14](=[O:15])[N:13]=[C:11]([N:17]2[CH2:21][CH2:20][C@@H:19]([OH:22])[CH2:18]2)[S:10]/1. Given the reactants [OH:1][C:2]1[CH:9]=[CH:8][CH:7]=[CH:6][C:3]=1[CH:4]=O.[S:10]1[CH2:16][C:14](=[O:15])[NH:13][C:11]1=S.[NH:17]1[CH2:21][CH2:20][C@@H:19]([OH:22])[CH2:18]1, predict the reaction product. (3) Given the reactants [C:1]([C:4]1[C:5]([Cl:24])=[CH:6][C:7]([C:10]2[CH:15]=[CH:14][C:13]([NH:16]C(=O)OC(C)(C)C)=[CH:12][CH:11]=2)=[N:8][CH:9]=1)(=O)[CH3:2].[NH2:25][NH2:26], predict the reaction product. The product is: [ClH:24].[CH3:2][C:1]1[C:4]2[CH:9]=[N:8][C:7]([C:10]3[CH:15]=[CH:14][C:13]([NH2:16])=[CH:12][CH:11]=3)=[CH:6][C:5]=2[NH:26][N:25]=1. (4) Given the reactants Cl[CH2:2][CH2:3][CH2:4][CH2:5][C:6]1([CH2:16][CH3:17])[C:14]2[C:9](=[CH:10][CH:11]=[CH:12][CH:13]=2)[NH:8][C:7]1=[O:15].[Cl:18][C:19]1[S:27][C:26]2[CH2:25][CH2:24][NH:23][CH2:22][C:21]=2[CH:20]=1, predict the reaction product. The product is: [Cl:18][C:19]1[S:27][C:26]2[CH2:25][CH2:24][N:23]([CH2:2][CH2:3][CH2:4][CH2:5][C:6]3([CH2:16][CH3:17])[C:14]4[C:9](=[CH:10][CH:11]=[CH:12][CH:13]=4)[NH:8][C:7]3=[O:15])[CH2:22][C:21]=2[CH:20]=1. (5) Given the reactants [CH3:1][C:2]([C:4]1[CH:9]=[C:8]([Cl:10])[CH:7]=[C:6]([F:11])[CH:5]=1)=[O:3].[Se](=O)=[O:13], predict the reaction product. The product is: [Cl:10][C:8]1[CH:9]=[C:4]([C:2](=[O:3])[CH:1]=[O:13])[CH:5]=[C:6]([F:11])[CH:7]=1. (6) Given the reactants C(OC(=O)[NH:7][C@H:8]([CH2:30][C:31]1[CH:36]=[C:35]([F:37])[C:34]([F:38])=[CH:33][C:32]=1[F:39])[CH2:9][C:10]([N:12]1[CH2:17][CH2:16][N:15]2[C:18]([C:26]([F:29])([F:28])[F:27])=[N:19][C:20]([C:21](=[O:25])[NH:22][CH2:23][CH3:24])=[C:14]2[CH2:13]1)=[O:11])(C)(C)C.FC(F)(F)C(O)=O, predict the reaction product. The product is: [CH2:23]([NH:22][C:21]([C:20]1[N:19]=[C:18]([C:26]([F:28])([F:29])[F:27])[N:15]2[CH2:16][CH2:17][N:12]([C:10](=[O:11])[CH2:9][C@H:8]([NH2:7])[CH2:30][C:31]3[CH:36]=[C:35]([F:37])[C:34]([F:38])=[CH:33][C:32]=3[F:39])[CH2:13][C:14]=12)=[O:25])[CH3:24].